From a dataset of Forward reaction prediction with 1.9M reactions from USPTO patents (1976-2016). Predict the product of the given reaction. (1) The product is: [CH3:1][O:2][C:3]1[CH:8]=[CH:7][C:6]([C:9]2[CH:10]=[CH:11][C:12]([C:19](=[O:21])[CH3:20])=[CH:13][CH:14]=2)=[CH:5][CH:4]=1. Given the reactants [CH3:1][O:2][C:3]1[CH:8]=[CH:7][C:6]([C:9]2[CH:14]=[CH:13][CH:12]=[CH:11][CH:10]=2)=[CH:5][CH:4]=1.[Cl-].[Al+3].[Cl-].[Cl-].[C:19](Cl)(=[O:21])[CH3:20].Cl, predict the reaction product. (2) Given the reactants [C:1]([O:5][C:6]([C:8]1[CH:9]=[C:10](/[CH:14]=[CH:15]/[C:16]([OH:18])=O)[CH:11]=[CH:12][CH:13]=1)=[O:7])([CH3:4])([CH3:3])[CH3:2].C(N(CC)CC)C.C(Cl)(=O)C(C)(C)C.[CH2:33]([C@@H:40]1[CH2:44][O:43][C:42](=[O:45])[NH:41]1)[C:34]1[CH:39]=[CH:38][CH:37]=[CH:36][CH:35]=1.[Li]CCCC, predict the reaction product. The product is: [CH2:33]([C@@H:40]1[CH2:44][O:43][C:42](=[O:45])[N:41]1[C:16](=[O:18])/[CH:15]=[CH:14]/[C:10]1[CH:9]=[C:8]([CH:13]=[CH:12][CH:11]=1)[C:6]([O:5][C:1]([CH3:2])([CH3:3])[CH3:4])=[O:7])[C:34]1[CH:35]=[CH:36][CH:37]=[CH:38][CH:39]=1. (3) Given the reactants [OH:1][CH2:2][C:3]([C@H:5]([C@@H:7]([C@@H:9]([CH2:11][OH:12])[OH:10])O)O)=O.C(O)C.C(O)CC.C(O)CCC, predict the reaction product. The product is: [CH:7]1[CH:5]=[C:3]([CH:2]=[O:1])[O:10][C:9]=1[CH2:11][OH:12]. (4) Given the reactants [H-].[Na+].[C:3]([O:12][CH:13]([CH3:15])[CH3:14])(=[O:11])[CH2:4][C:5]([O:7][CH:8]([CH3:10])[CH3:9])=[O:6].[H][H].[Cl-].[NH4+].CN(C)[CH:22]=[O:23], predict the reaction product. The product is: [CH3:5][O:7][C:8]1([O:23][CH3:22])[CH2:10][C:4]([C:5]([O:7][CH:8]([CH3:9])[CH3:10])=[O:6])([C:3]([O:12][CH:13]([CH3:15])[CH3:14])=[O:11])[CH2:9]1. (5) Given the reactants [Cl:1][C:2]1[CH:7]=[C:6]([F:8])[CH:5]=[CH:4][C:3]=1[NH:9][S:10]([CH:13]1[C:18]([C:19]([O:21][CH2:22][CH3:23])=[O:20])=[CH:17][C:16](=[O:24])[CH2:15][CH2:14]1)(=[O:12])=[O:11].[CH2:25](O)[CH2:26][CH2:27][OH:28].C1(C)C=CC(S([O-])(=O)=O)=CC=1.[NH+]1C=CC=CC=1.C(=O)([O-])O.[Na+], predict the reaction product. The product is: [Cl:1][C:2]1[CH:7]=[C:6]([F:8])[CH:5]=[CH:4][C:3]=1[NH:9][S:10]([CH:13]1[CH2:14][CH2:15][C:16]2([O:28][CH2:27][CH2:26][CH2:25][O:24]2)[CH:17]=[C:18]1[C:19]([O:21][CH2:22][CH3:23])=[O:20])(=[O:12])=[O:11]. (6) Given the reactants [F:1][C:2]1[C:7]([F:8])=[CH:6][CH:5]=[CH:4][C:3]=1[CH:9]1[CH2:14][C:13](=[O:15])[NH:12][C:11]([CH3:16])=[C:10]1[C:17]([OH:19])=O.CN(C=O)C.C(Cl)(=O)C(Cl)=O.[NH:31]1[C:39]2[C:34](=[CH:35][C:36]([NH2:40])=[CH:37][CH:38]=2)[CH:33]=[N:32]1, predict the reaction product. The product is: [F:1][C:2]1[C:7]([F:8])=[CH:6][CH:5]=[CH:4][C:3]=1[CH:9]1[CH2:14][C:13](=[O:15])[NH:12][C:11]([CH3:16])=[C:10]1[C:17]([NH:40][C:36]1[CH:35]=[C:34]2[C:39](=[CH:38][CH:37]=1)[NH:31][N:32]=[CH:33]2)=[O:19]. (7) Given the reactants [CH:1](=O)[C:2]1[CH:7]=[CH:6][CH:5]=[CH:4][CH:3]=1.Cl.[NH2:10][OH:11].C([O-])([O-])=O.[Na+].[Na+], predict the reaction product. The product is: [CH:1](=[N:10][OH:11])[C:2]1[CH:7]=[CH:6][CH:5]=[CH:4][CH:3]=1.